This data is from Catalyst prediction with 721,799 reactions and 888 catalyst types from USPTO. The task is: Predict which catalyst facilitates the given reaction. (1) Reactant: [Si:1]([O:8][CH2:9][CH2:10][O:11][C:12]1[CH:21]=[C:20]2[C:15]([CH:16]=[CH:17][C:18]([CH3:22])=[N:19]2)=[CH:14][C:13]=1[F:23])([C:4]([CH3:7])([CH3:6])[CH3:5])([CH3:3])[CH3:2].[O:24]1CCOCC1. Product: [Si:1]([O:8][CH2:9][CH2:10][O:11][C:12]1[CH:21]=[C:20]2[C:15]([CH:16]=[CH:17][C:18]([CH:22]=[O:24])=[N:19]2)=[CH:14][C:13]=1[F:23])([C:4]([CH3:7])([CH3:6])[CH3:5])([CH3:3])[CH3:2]. The catalyst class is: 6. (2) Reactant: [N:1]1([C:7]2[C:8]3[N:22]=[N:21][N:20]([CH2:23][CH2:24][N:25]4[CH2:30][CH2:29][NH:28][CH2:27][CH2:26]4)[C:9]=3[N:10]=[C:11]([C:13]3[CH:14]=[C:15]([OH:19])[CH:16]=[CH:17][CH:18]=3)[N:12]=2)[CH2:6][CH2:5][O:4][CH2:3][CH2:2]1.CCN(CC)CC.[C:38](Cl)(=[O:41])[CH2:39][CH3:40]. Product: [N:1]1([C:7]2[C:8]3[N:22]=[N:21][N:20]([CH2:23][CH2:24][N:25]4[CH2:26][CH2:27][N:28]([C:38](=[O:41])[CH2:39][CH3:40])[CH2:29][CH2:30]4)[C:9]=3[N:10]=[C:11]([C:13]3[CH:14]=[C:15]([OH:19])[CH:16]=[CH:17][CH:18]=3)[N:12]=2)[CH2:2][CH2:3][O:4][CH2:5][CH2:6]1. The catalyst class is: 1. (3) Reactant: [CH2:1]([O:8][N:9]([C@H:22]1[CH2:27][N:26]([C:28]([O:30][C:31]([CH3:34])([CH3:33])[CH3:32])=[O:29])[C@H:25]([C:35](O)=[O:36])[CH2:24][CH2:23]1)[S:10]([C:13]1[CH:18]=[CH:17][CH:16]=[CH:15][C:14]=1[N+:19]([O-:21])=[O:20])(=[O:12])=[O:11])[C:2]1[CH:7]=[CH:6][CH:5]=[CH:4][CH:3]=1.CC[N:40]=C=NCCCN(C)C.C1C=CC2N(O)N=NC=2C=1.[NH4+].[Cl-].CCN(C(C)C)C(C)C. Product: [CH2:1]([O:8][N:9]([C@H:22]1[CH2:27][N:26]([C:28]([O:30][C:31]([CH3:32])([CH3:33])[CH3:34])=[O:29])[C@H:25]([C:35](=[O:36])[NH2:40])[CH2:24][CH2:23]1)[S:10]([C:13]1[CH:18]=[CH:17][CH:16]=[CH:15][C:14]=1[N+:19]([O-:21])=[O:20])(=[O:12])=[O:11])[C:2]1[CH:3]=[CH:4][CH:5]=[CH:6][CH:7]=1. The catalyst class is: 31. (4) Reactant: [N-:1]([C:4]#[N:5])[C:2]#[N:3].[Na+].O.O.O.O.O.O.[N+]([O-])([O-])=O.[Zn+2:17].[N+]([O-])([O-])=O. Product: [N-:1]([C:4]#[N:5])[C:2]#[N:3].[Zn+2:17].[N-:1]([C:4]#[N:5])[C:2]#[N:3]. The catalyst class is: 6.